Dataset: Reaction yield outcomes from USPTO patents with 853,638 reactions. Task: Predict the reaction yield, written as a fraction of the theoretical maximum amount of product (1.0 means a 100% yield; for example, 0.34 means a 34% yield). (1) The reactants are [CH3:1][O:2][C:3]1[CH:4]=[CH:5][C:6]2[O:10][C:9](B(O)O)=[CH:8][C:7]=2[CH:14]=1.I[C:16]1[CH:25]=[CH:24][C:19]([C:20]([O:22][CH3:23])=[O:21])=[CH:18][CH:17]=1. The catalyst is C1(C)C=CC=CC=1.CCO. The product is [CH3:23][O:22][C:20](=[O:21])[C:19]1[CH:24]=[CH:25][C:16]([C:9]2[O:10][C:6]3[CH:5]=[CH:4][C:3]([O:2][CH3:1])=[CH:14][C:7]=3[CH:8]=2)=[CH:17][CH:18]=1. The yield is 0.320. (2) The reactants are [O:1]1[C:5]2[CH:6]=[CH:7][C:8]([CH2:10][NH2:11])=[CH:9][C:4]=2[O:3][CH2:2]1.[N:12]1[CH:17]=[CH:16][CH:15]=[CH:14][C:13]=1[CH2:18][CH2:19][NH2:20]. No catalyst specified. The product is [O:1]1[C:5]2[CH:6]=[CH:7][C:8]([CH2:10][NH:11][C:4](=[O:3])[C:5]([NH:20][CH2:19][CH2:18][C:13]3[CH:14]=[CH:15][CH:16]=[CH:17][N:12]=3)=[O:1])=[CH:9][C:4]=2[O:3][CH2:2]1. The yield is 0.350. (3) The reactants are [H-].[Na+].C(O[C:6](=[O:10])[O:7][CH2:8][CH3:9])C.[F:11][C:12]1[CH:13]=[C:14]([CH:29]=[CH:30][CH:31]=1)[CH2:15][O:16][C:17]1[CH:22]=[CH:21][C:20]([N:23]2[CH2:27][CH2:26][CH2:25][C:24]2=[O:28])=[CH:19][CH:18]=1. The catalyst is C1COCC1. The product is [CH2:8]([O:7][C:6]([CH:25]1[CH2:26][CH2:27][N:23]([C:20]2[CH:21]=[CH:22][C:17]([O:16][CH2:15][C:14]3[CH:29]=[CH:30][CH:31]=[C:12]([F:11])[CH:13]=3)=[CH:18][CH:19]=2)[C:24]1=[O:28])=[O:10])[CH3:9]. The yield is 0.520. (4) The reactants are [CH3:1][O:2][C:3]1[CH:4]=[C:5]2[C:9](=[CH:10][C:11]=1[OH:12])[N:8]([CH3:13])[CH:7]=[C:6]2[C:14]1[N:22]([S:23]([C:26]2[CH:31]=[CH:30][C:29]([CH3:32])=[CH:28][CH:27]=2)(=[O:25])=[O:24])[C:17]2=[N:18][CH:19]=[CH:20][CH:21]=[C:16]2[CH:15]=1.[H-].[Na+].Br[CH2:36][CH2:37][Cl:38].C1CCCCC1.C(OCC)(=O)C. The catalyst is CN(C)C=O.O.C(OCC)(=O)C. The product is [Cl:38][CH2:37][CH2:36][O:12][C:11]1[CH:10]=[C:9]2[C:5]([C:6]([C:14]3[N:22]([S:23]([C:26]4[CH:27]=[CH:28][C:29]([CH3:32])=[CH:30][CH:31]=4)(=[O:25])=[O:24])[C:17]4=[N:18][CH:19]=[CH:20][CH:21]=[C:16]4[CH:15]=3)=[CH:7][N:8]2[CH3:13])=[CH:4][C:3]=1[O:2][CH3:1]. The yield is 0.720. (5) The reactants are [CH3:1][C:2]1[CH:7]=[CH:6][CH:5]=[C:4]([CH3:8])[C:3]=1[NH:9][C:10]([NH:12][CH:13]1[CH2:15][CH:14]1[C:16]1[CH:21]=[CH:20][C:19]([C:22]2[N:26]=[CH:25][N:24]([C:27]3[CH:32]=[CH:31][C:30]([O:33][C:34]([F:37])([F:36])[F:35])=[CH:29][CH:28]=3)[N:23]=2)=[CH:18][CH:17]=1)=[S:11].[C:38]([O:43][CH2:44]Cl)(=[O:42])[CH:39]([CH3:41])[CH3:40]. The catalyst is C(Cl)(Cl)Cl. The product is [C:38]([O:43][CH2:44][S:11]/[C:10](=[N:9]\[C:3]1[C:4]([CH3:8])=[CH:5][CH:6]=[CH:7][C:2]=1[CH3:1])/[NH:12][CH:13]1[CH2:15][CH:14]1[C:16]1[CH:17]=[CH:18][C:19]([C:22]2[N:26]=[CH:25][N:24]([C:27]3[CH:28]=[CH:29][C:30]([O:33][C:34]([F:36])([F:37])[F:35])=[CH:31][CH:32]=3)[N:23]=2)=[CH:20][CH:21]=1)(=[O:42])[CH:39]([CH3:41])[CH3:40]. The yield is 0.190. (6) The product is [F:17][C:2]1([F:1])[O:6][C:5]2[CH:7]=[CH:8][C:9]([C:11]3([C:14]([NH:28][C:29]4[CH:30]=[C:31]5[C:35](=[CH:36][C:37]=4[F:38])[N:34]([CH2:39][C@H:40]4[CH2:44][O:43][C:42]([CH3:45])([CH3:46])[O:41]4)[C:33]([C:47]([CH3:51])([CH3:50])[CH2:48][OH:49])=[CH:32]5)=[O:16])[CH2:12][CH2:13]3)=[CH:10][C:4]=2[O:3]1. The yield is 0.960. The reactants are [F:1][C:2]1([F:17])[O:6][C:5]2[CH:7]=[CH:8][C:9]([C:11]3([C:14]([OH:16])=O)[CH2:13][CH2:12]3)=[CH:10][C:4]=2[O:3]1.S(Cl)(Cl)=O.N1CCCCC1.[NH2:28][C:29]1[CH:30]=[C:31]2[C:35](=[CH:36][C:37]=1[F:38])[N:34]([CH2:39][C@H:40]1[CH2:44][O:43][C:42]([CH3:46])([CH3:45])[O:41]1)[C:33]([C:47]([CH3:51])([CH3:50])[CH2:48][OH:49])=[CH:32]2.C(N(CC)CC)C. The catalyst is CN(C=O)C.ClCCl. (7) The reactants are C(=O)([O-])[O-].[K+].[K+].Br[CH2:8][CH2:9][CH2:10][CH2:11][CH2:12][O:13][C:14]1[CH:19]=[CH:18][CH:17]=[CH:16][CH:15]=1.[N+:20]([C:23]1[CH:24]=[C:25]([OH:29])[CH:26]=[CH:27][CH:28]=1)([O-:22])=[O:21].[I-].[K+]. The catalyst is CN1CCCC1=O. The product is [N+:20]([C:23]1[CH:28]=[CH:27][CH:26]=[C:25]([O:29][CH2:8][CH2:9][CH2:10][CH2:11][CH2:12][O:13][C:14]2[CH:19]=[CH:18][CH:17]=[CH:16][CH:15]=2)[CH:24]=1)([O-:22])=[O:21]. The yield is 0.800. (8) The reactants are [Cl:1][C:2]1[N:3]=[C:4]([CH2:13][NH:14][CH:15]2[CH2:20][CH2:19][N:18]([CH2:21][CH2:22][N:23]3[C:32]4[C:27](=[CH:28][CH:29]=[C:30]([F:33])[CH:31]=4)[CH:26]=[CH:25][C:24]3=[O:34])[CH2:17][CH2:16]2)[NH:5][C:6]2[C:7]=1[O:8][CH2:9][C:10](=[O:12])[N:11]=2.C([O-])(O)=O.[Na+].[H][H]. The catalyst is CO.[Pd]. The product is [ClH:1].[F:33][C:30]1[CH:31]=[C:32]2[C:27]([CH:26]=[CH:25][C:24](=[O:34])[N:23]2[CH2:22][CH2:21][N:18]2[CH2:19][CH2:20][CH:15]([NH:14][CH2:13][C:4]3[NH:5][C:6]4[C:7]([O:8][CH2:9][C:10](=[O:12])[N:11]=4)=[CH:2][N:3]=3)[CH2:16][CH2:17]2)=[CH:28][CH:29]=1. The yield is 0.160. (9) The reactants are Br[C:2]1[N:28]=[C:5]2[CH:6]=[CH:7][C:8]([CH2:10][O:11][C:12]3[CH:17]=[CH:16][C:15]([C@@H:18]([C:25]#[C:26][CH3:27])[CH2:19][C:20]([O:22][CH2:23][CH3:24])=[O:21])=[CH:14][CH:13]=3)=[CH:9][N:4]2[N:3]=1.[CH:29]([C:32]1[CH:37]=[CH:36][C:35](B(O)O)=[CH:34][CH:33]=1)([CH3:31])[CH3:30].C([O-])([O-])=O.[K+].[K+]. The catalyst is C1(C)C=CC=CC=1.CCO.C1C=CC([P]([Pd]([P](C2C=CC=CC=2)(C2C=CC=CC=2)C2C=CC=CC=2)([P](C2C=CC=CC=2)(C2C=CC=CC=2)C2C=CC=CC=2)[P](C2C=CC=CC=2)(C2C=CC=CC=2)C2C=CC=CC=2)(C2C=CC=CC=2)C2C=CC=CC=2)=CC=1. The product is [CH2:23]([O:22][C:20](=[O:21])[CH2:19][C@@H:18]([C:15]1[CH:16]=[CH:17][C:12]([O:11][CH2:10][C:8]2[CH:7]=[CH:6][C:5]3[N:4]([N:3]=[C:2]([C:35]4[CH:36]=[CH:37][C:32]([CH:29]([CH3:31])[CH3:30])=[CH:33][CH:34]=4)[N:28]=3)[CH:9]=2)=[CH:13][CH:14]=1)[C:25]#[C:26][CH3:27])[CH3:24]. The yield is 0.688.